This data is from Full USPTO retrosynthesis dataset with 1.9M reactions from patents (1976-2016). The task is: Predict the reactants needed to synthesize the given product. (1) Given the product [S:15]1[C:5]2[C:6]3[CH:14]=[N:13][CH:12]=[CH:11][C:7]=3[O:8][CH2:9][CH2:10][C:4]=2[CH:3]=[C:2]1[C:20]1[CH:21]=[CH:22][C:17]([NH2:16])=[N:18][CH:19]=1, predict the reactants needed to synthesize it. The reactants are: Br[C:2]1[S:15][C:5]2[C:6]3[CH:14]=[N:13][CH:12]=[CH:11][C:7]=3[O:8][CH2:9][CH2:10][C:4]=2[CH:3]=1.[NH2:16][C:17]1[CH:22]=[CH:21][C:20](B(O)O)=[CH:19][N:18]=1. (2) Given the product [I:1][C:2]1[C:10]2[C:5](=[N:6][CH:7]=[C:8]([NH2:11])[CH:9]=2)[N:4]([S:14]([C:17]2[CH:22]=[CH:21][CH:20]=[CH:19][CH:18]=2)(=[O:16])=[O:15])[CH:3]=1, predict the reactants needed to synthesize it. The reactants are: [I:1][C:2]1[C:10]2[C:5](=[N:6][CH:7]=[C:8]([N+:11]([O-])=O)[CH:9]=2)[N:4]([S:14]([C:17]2[CH:22]=[CH:21][CH:20]=[CH:19][CH:18]=2)(=[O:16])=[O:15])[CH:3]=1.C([O-])(O)=O.[Na+].